The task is: Predict the reactants needed to synthesize the given product.. This data is from Full USPTO retrosynthesis dataset with 1.9M reactions from patents (1976-2016). (1) Given the product [CH:2]([CH:15]1[C:20](=[O:21])[CH2:19][CH2:18][N:17]([CH2:36][C:35]2[C:38]([O:42][CH3:43])=[CH:39][CH:40]=[CH:41][C:34]=2[O:33][CH2:31][CH3:32])[CH2:16]1)([C:9]1[CH:14]=[CH:13][CH:12]=[CH:11][CH:10]=1)[C:3]1[CH:4]=[CH:5][CH:6]=[CH:7][CH:8]=1, predict the reactants needed to synthesize it. The reactants are: Cl.[CH:2]([CH:15]1[C:20](=[O:21])[CH2:19][CH2:18][NH:17][CH2:16]1)([C:9]1[CH:14]=[CH:13][CH:12]=[CH:11][CH:10]=1)[C:3]1[CH:8]=[CH:7][CH:6]=[CH:5][CH:4]=1.C(N(C(C)C)CC)(C)C.[CH2:31]([O:33][C:34]1[CH:41]=[CH:40][CH:39]=[C:38]([O:42][CH3:43])[C:35]=1[CH2:36]O)[CH3:32].C(OC(C)C)(C)C. (2) Given the product [CH3:24][NH:23][C:21](=[O:22])[C:18]1[CH:19]=[CH:20][C:15]([CH2:14][N:11]2[CH2:12][CH2:13][N:9]([C:7]3[S:8][C:4]([C:1]4[NH:61][N:36]=[C:35]([CH3:56])[CH:34]=4)=[C:5]([CH3:30])[N:6]=3)[C:10]2=[O:29])=[CH:16][CH:17]=1, predict the reactants needed to synthesize it. The reactants are: [C:1]([C:4]1[S:8][C:7]([N:9]2[CH2:13][CH2:12][N:11]([CH2:14][C:15]3[CH:20]=[CH:19][C:18]([C:21]([N:23]4CCCC[CH2:24]4)=[O:22])=[CH:17][CH:16]=3)[C:10]2=[O:29])=[N:6][C:5]=1[CH3:30])(=O)C.C([C:34]1SC(N2CCN(CC3C=CC(C(NC)=O)=CC=3)C2=O)=[N:36][C:35]=1[CH3:56])(=O)C.COC(OC)([N:61](C)C)C.O.NN. (3) Given the product [C:10]([O:14][C:15]([N:17]1[CH2:20][CH:19]([C:23]2[CH:24]=[C:25]3[CH:31]=[CH:30][NH:29][C:26]3=[N:27][CH:28]=2)[CH2:18]1)=[O:16])([CH3:13])([CH3:12])[CH3:11], predict the reactants needed to synthesize it. The reactants are: ClC([SiH3])(Cl)Cl.BrC(Br)C.[C:10]([O:14][C:15]([N:17]1[CH2:20][CH:19](I)[CH2:18]1)=[O:16])([CH3:13])([CH3:12])[CH3:11].I[C:23]1[CH:24]=[C:25]2[CH:31]=[CH:30][NH:29][C:26]2=[N:27][CH:28]=1. (4) The reactants are: [CH3:1][C:2]1([CH3:14])[C:6]([CH3:8])([CH3:7])[O:5][B:4]([C:9]2[CH:10]=[N:11][NH:12][CH:13]=2)[O:3]1.[CH:15]1[C:24]2[C:19](=[CH:20][CH:21]=[CH:22][CH:23]=2)[CH:18]=[CH:17][CH:16]=1.[C:25](#N)C.C(=O)([O-])[O-].[Cs+].[Cs+]. Given the product [CH:23]1[C:24]2[C:19](=[CH:18][CH:17]=[CH:16][CH:15]=2)[CH:20]=[CH:21][C:22]=1[CH2:25][N:12]1[CH:13]=[C:9]([B:4]2[O:5][C:6]([CH3:7])([CH3:8])[C:2]([CH3:14])([CH3:1])[O:3]2)[CH:10]=[N:11]1, predict the reactants needed to synthesize it. (5) Given the product [CH2:24]([O:26][C:27](=[O:45])[CH2:28][C:29]1[N:22]=[C:20]([CH2:19][N:16]2[CH2:17][CH2:18][N:13]([S:10]([C:8]3[S:7][C:6]4[CH:23]=[C:2]([Cl:1])[CH:3]=[CH:4][C:5]=4[CH:9]=3)(=[O:11])=[O:12])[CH2:14][C:15]2=[O:57])[S:21][C:30]=1[CH2:31][NH:32][C:33]([O:35][CH2:36][C:37]1[CH:42]=[CH:41][CH:40]=[CH:39][CH:38]=1)=[O:34])[CH3:25], predict the reactants needed to synthesize it. The reactants are: [Cl:1][C:2]1[CH:3]=[CH:4][C:5]2[CH:9]=[C:8]([S:10]([N:13]3[CH2:18][CH2:17][N:16]([CH2:19][C:20]([NH2:22])=[S:21])[CH2:15][CH2:14]3)(=[O:12])=[O:11])[S:7][C:6]=2[CH:23]=1.[CH2:24]([O:26][C:27](=[O:45])[CH2:28][C:29](=O)[CH:30](Br)[CH2:31][NH:32][C:33]([O:35][CH2:36][C:37]1[CH:42]=[CH:41][CH:40]=[CH:39][CH:38]=1)=[O:34])[CH3:25].C1(C)C=CC=CC=1.C([OH:57])(C)(C)C. (6) Given the product [N:1]1([C:6]2[CH:11]=[CH:10][C:9]([S:12]([NH:15][C:16]3[CH:20]=[CH:19][S:18][C:17]=3[C:21]([OH:23])=[O:22])(=[O:14])=[O:13])=[CH:8][CH:7]=2)[CH:5]=[CH:4][CH:3]=[N:2]1, predict the reactants needed to synthesize it. The reactants are: [N:1]1([C:6]2[CH:11]=[CH:10][C:9]([S:12]([NH:15][C:16]3[CH:20]=[CH:19][S:18][C:17]=3[C:21]([O:23]C)=[O:22])(=[O:14])=[O:13])=[CH:8][CH:7]=2)[CH:5]=[CH:4][CH:3]=[N:2]1.[OH-].[Na+]. (7) Given the product [Cl:16][C:5]1[C:4]([N+:1]([O-:3])=[O:2])=[CH:9][N:8]=[C:7]2[CH:10]=[CH:11][S:12][C:6]=12, predict the reactants needed to synthesize it. The reactants are: [N+:1]([C:4]1[C:5](O)=[C:6]2[S:12][CH:11]=[CH:10][C:7]2=[N:8][CH:9]=1)([O-:3])=[O:2].P(Cl)(Cl)([Cl:16])=O.